This data is from Reaction yield outcomes from USPTO patents with 853,638 reactions. The task is: Predict the reaction yield, written as a fraction of the theoretical maximum amount of product (1.0 means a 100% yield; for example, 0.34 means a 34% yield). (1) The reactants are Br[C:2]1[CH:3]=[C:4]([C:8]2([C:18]3[O:19][CH:20]=[CH:21][CH:22]=3)[C:12]3=[N:13][CH2:14][CH2:15][CH2:16][N:11]3[C:10]([NH2:17])=[N:9]2)[CH:5]=[CH:6][CH:7]=1.[CH3:23][O:24][C:25]1[CH:26]=[C:27](B(O)O)[CH:28]=[CH:29][CH:30]=1. No catalyst specified. The product is [C:20]([OH:24])(=[O:19])[CH3:21].[O:19]1[CH:20]=[CH:21][CH:22]=[C:18]1[C:8]1([C:4]2[CH:3]=[C:2]([C:29]3[CH:28]=[CH:27][CH:26]=[C:25]([O:24][CH3:23])[CH:30]=3)[CH:7]=[CH:6][CH:5]=2)[C:12]2=[N:13][CH2:14][CH2:15][CH2:16][N:11]2[C:10]([NH2:17])=[N:9]1. The yield is 0.550. (2) The reactants are Br[C:2]1[CH:21]=[N:20][C:5]2[NH:6][CH2:7][CH2:8][N:9]([CH2:10][C:11]3[C:16]([F:17])=[CH:15][CH:14]=[C:13]([F:18])[C:12]=3[Cl:19])[C:4]=2[C:3]=1[CH3:22].[O:23]1[CH2:28][CH2:27][N:26]([C:29]2[CH:30]=[C:31](B3OC(C)(C)C(C)(C)O3)[CH:32]=[CH:33][CH:34]=2)[CH2:25][CH2:24]1.C([O-])([O-])=O.[K+].[K+]. The catalyst is CN(C=O)C.O.Cl[Pd](Cl)([P](C1C=CC=CC=1)(C1C=CC=CC=1)C1C=CC=CC=1)[P](C1C=CC=CC=1)(C1C=CC=CC=1)C1C=CC=CC=1. The product is [Cl:19][C:12]1[C:13]([F:18])=[CH:14][CH:15]=[C:16]([F:17])[C:11]=1[CH2:10][N:9]1[CH2:8][CH2:7][NH:6][C:5]2[N:20]=[CH:21][C:2]([C:33]3[CH:32]=[CH:31][CH:30]=[C:29]([N:26]4[CH2:25][CH2:24][O:23][CH2:28][CH2:27]4)[CH:34]=3)=[C:3]([CH3:22])[C:4]1=2. The yield is 0.400. (3) The reactants are [CH3:1][N:2]1[CH2:7][CH2:6][N:5]([C:8]2[CH:9]=[CH:10][CH:11]=[C:12]3[C:17]=2[CH2:16][C@H:15]([NH:18][C:19](=[O:30])[C:20]2[CH:25]=[CH:24][C:23]([C:26]([F:29])([F:28])[F:27])=[CH:22][CH:21]=2)[CH2:14][CH2:13]3)[CH2:4][CH2:3]1.C([O-])(=O)C.[Na+].[Br:36]Br.[OH-].[Na+]. The catalyst is C(O)(=O)C. The product is [Br:36][C:11]1[CH:10]=[CH:9][C:8]([N:5]2[CH2:6][CH2:7][N:2]([CH3:1])[CH2:3][CH2:4]2)=[C:17]2[C:12]=1[CH2:13][CH2:14][C@@H:15]([NH:18][C:19](=[O:30])[C:20]1[CH:21]=[CH:22][C:23]([C:26]([F:29])([F:27])[F:28])=[CH:24][CH:25]=1)[CH2:16]2. The yield is 0.850. (4) The reactants are [C:1]([O:20][CH3:21])(=[O:19])[CH2:2][CH2:3][CH2:4][CH2:5][CH2:6][CH2:7][CH2:8][CH2:9][CH2:10][CH2:11][CH2:12][CH2:13][CH2:14][CH2:15][CH2:16][CH2:17][CH3:18].C(OC)(=O)CCCCCCC/C=C\CCCCCCCC. No catalyst specified. The product is [C:1]([O:20][CH3:21])(=[O:19])[CH2:2][CH2:3][CH2:4][CH2:5][CH2:6][CH2:7][CH2:8]/[CH:9]=[CH:10]\[CH2:11]/[CH:12]=[CH:13]\[CH2:14][CH2:15][CH2:16][CH2:17][CH3:18]. The yield is 0.160. (5) The reactants are [O:1]1[CH:5]=[CH:4][C:3]([NH:6][C:7]([C:9]([O:11][CH2:12][CH3:13])=[O:10])=O)=[N:2]1.N1C(C)=CC=CC=1C.O=P(Cl)(Cl)Cl.[Cl:27][C:28]1[CH:33]=[CH:32][C:31]([S:34]([NH:37][C:38]2[C:39]([C:45]([NH:47][NH2:48])=O)=[N:40][CH:41]=[C:42]([Cl:44])[CH:43]=2)(=[O:36])=[O:35])=[CH:30][C:29]=1[C:49]([F:52])([F:51])[F:50]. The catalyst is CC#N. The product is [Cl:27][C:28]1[CH:33]=[CH:32][C:31]([S:34]([NH:37][C:38]2[C:39]([C:45]3[N:6]([C:3]4[CH:4]=[CH:5][O:1][N:2]=4)[C:7]([C:9]([O:11][CH2:12][CH3:13])=[O:10])=[N:48][N:47]=3)=[N:40][CH:41]=[C:42]([Cl:44])[CH:43]=2)(=[O:35])=[O:36])=[CH:30][C:29]=1[C:49]([F:50])([F:52])[F:51]. The yield is 0.200. (6) The reactants are [Br:1][C:2]1[S:6][C:5]2=[C:7]([C:10]([O:12]CC)=[O:11])[N:8]=[CH:9][N:4]2[CH:3]=1.[OH-].[Na+]. The catalyst is CO. The product is [Br:1][C:2]1[S:6][C:5]2=[C:7]([C:10]([OH:12])=[O:11])[N:8]=[CH:9][N:4]2[CH:3]=1. The yield is 0.940. (7) The product is [CH3:5][C:4]1[N:7]=[C:10]([OH:11])[C:9]([CH3:8])=[C:15]([OH:16])[N:6]=1. The reactants are CO.Cl.[C:4]([NH2:7])(=[NH:6])[CH3:5].[CH3:8][CH:9]([C:15](OCC)=[O:16])[C:10](OCC)=[O:11].O. The yield is 0.490. The catalyst is C(O)(=O)C.